This data is from Reaction yield outcomes from USPTO patents with 853,638 reactions. The task is: Predict the reaction yield, written as a fraction of the theoretical maximum amount of product (1.0 means a 100% yield; for example, 0.34 means a 34% yield). (1) The reactants are C(N(CC)CC)C.[CH:8]([C:10]1[C:18]2[C:13](=[CH:14][C:15]([C:19]([O:21][CH3:22])=[O:20])=[CH:16][CH:17]=2)[N:12](C(OC(C)(C)C)=O)[CH:11]=1)=[O:9].[CH:30](=[N:37][C:38]1[CH:43]=[CH:42][CH:41]=[C:40]([O:44][CH3:45])[CH:39]=1)[C:31]1[CH:36]=[CH:35][CH:34]=[CH:33][CH:32]=1. The catalyst is [Cl-].C([N+]1C(C)=C(CCO)SC=1)C1C=CC=CC=1.C(O)C. The product is [CH3:45][O:44][C:40]1[CH:39]=[C:38]([NH:37][CH:30]([C:31]2[CH:36]=[CH:35][CH:34]=[CH:33][CH:32]=2)[C:8]([C:10]2[C:18]3[C:13](=[CH:14][C:15]([C:19]([O:21][CH3:22])=[O:20])=[CH:16][CH:17]=3)[NH:12][CH:11]=2)=[O:9])[CH:43]=[CH:42][CH:41]=1. The yield is 0.0900. (2) The reactants are [OH:1][C:2]1[CH:3]=[C:4]([CH:9]=[C:10]([O:12][C@H:13]2[CH2:17][CH2:16][N:15]([CH3:18])[C:14]2=[O:19])[CH:11]=1)[C:5]([O:7][CH3:8])=[O:6].Cl[C:21]1[N:22]=[CH:23][C:24]([C:27]([N:29]([CH3:31])[CH3:30])=[O:28])=[N:25][CH:26]=1.C(=O)([O-])[O-].[K+].[K+]. The catalyst is C(#N)C. The product is [CH3:30][N:29]([CH3:31])[C:27]([C:24]1[N:25]=[CH:26][C:21]([O:1][C:2]2[CH:3]=[C:4]([CH:9]=[C:10]([O:12][C@H:13]3[CH2:17][CH2:16][N:15]([CH3:18])[C:14]3=[O:19])[CH:11]=2)[C:5]([O:7][CH3:8])=[O:6])=[N:22][CH:23]=1)=[O:28]. The yield is 0.930. (3) The reactants are N1CCOCC1.[C:7]([C:9]1[C:14]([CH:15]2[CH2:17][CH2:16]2)=[CH:13][C:12](=[O:18])[NH:11][C:10]=1[SH:19])#[N:8].Br[CH2:21][C:22]([NH2:24])=[O:23]. The catalyst is CN(C=O)C. The product is [C:7]([C:9]1[C:14]([CH:15]2[CH2:16][CH2:17]2)=[CH:13][C:12](=[O:18])[NH:11][C:10]=1[S:19][CH2:21][C:22]([NH2:24])=[O:23])#[N:8]. The yield is 0.990.